The task is: Predict the reactants needed to synthesize the given product.. This data is from Full USPTO retrosynthesis dataset with 1.9M reactions from patents (1976-2016). (1) Given the product [Cl:1][C:2]1[CH:3]=[CH:4][C:5]([CH2:11][O:12][C:13]2[CH:18]=[C:17]([F:19])[CH:16]=[CH:15][C:14]=2[F:20])=[C:6]([CH:10]=1)[C:7]([NH:22][C@H:23]([C:25]1[CH:34]=[CH:33][C:28]([C:29]([O:31][CH3:32])=[O:30])=[CH:27][CH:26]=1)[CH3:24])=[O:9], predict the reactants needed to synthesize it. The reactants are: [Cl:1][C:2]1[CH:3]=[CH:4][C:5]([CH2:11][O:12][C:13]2[CH:18]=[C:17]([F:19])[CH:16]=[CH:15][C:14]=2[F:20])=[C:6]([CH:10]=1)[C:7]([OH:9])=O.Cl.[NH2:22][C@H:23]([C:25]1[CH:34]=[CH:33][C:28]([C:29]([O:31][CH3:32])=[O:30])=[CH:27][CH:26]=1)[CH3:24]. (2) Given the product [Cl:1][C:2]1[N:7]=[C:6]2[S:8][C:9]([C:13]#[N:14])=[CH:10][C:5]2=[CH:4][CH:3]=1, predict the reactants needed to synthesize it. The reactants are: [Cl:1][C:2]1[N:7]=[C:6]2[S:8][C:9](I)=[CH:10][C:5]2=[CH:4][CH:3]=1.[Cu][C:13]#[N:14]. (3) Given the product [CH:7]1([C:13]2[CH:2]=[C:3]([CH3:4])[NH:26][C:24](=[O:25])[C:23]=2[C:21]#[N:22])[CH2:8][CH2:9][CH2:10][CH2:11][CH2:12]1, predict the reactants needed to synthesize it. The reactants are: Cl[CH:2](Cl)[C:3](=O)[CH3:4].[CH:7]1([CH:13]=O)[CH2:12][CH2:11][CH2:10][CH2:9][CH2:8]1.CC([O-])(C)C.[K+].[C:21]([CH2:23][C:24]([NH2:26])=[O:25])#[N:22].